Dataset: Experimentally validated miRNA-target interactions with 360,000+ pairs, plus equal number of negative samples. Task: Binary Classification. Given a miRNA mature sequence and a target amino acid sequence, predict their likelihood of interaction. The protein sequence of the target gene is MPAPEQASLVEEGQPQTRQEAASTGPGMEPETTATTILASVKEQELQFQRLTRELEVERQIVASQLERCRLGAESPSIASTSSTEKSFPWRSTDVPNTGVSKPRVSDAVQPNNYLIRTEPEQGTLYSPEQTSLHESEGSLGNSRSSTQMNSYSDSGYQEAGSFHNSQNVSKADNRQQHSFIGSTNNHVVRNSRAEGQTLVQPSVANRAMRRVSSVPSRAQSPSYVISTGVSPSRGSLRTSLGSGFGSPSVTDPRPLNPSAYSSTTLPAARAASPYSQRPASPTAIRRIGSVTSRQTSNPN.... Result: 0 (no interaction). The miRNA is hsa-miR-520h with sequence ACAAAGUGCUUCCCUUUAGAGU.